This data is from Forward reaction prediction with 1.9M reactions from USPTO patents (1976-2016). The task is: Predict the product of the given reaction. (1) The product is: [Br:1][C:2]1[CH:7]=[CH:6][C:5]([O:8][CH2:17][C:14]2[CH:13]=[CH:12][C:11]([O:10][CH3:9])=[N:16][CH:15]=2)=[CH:4][CH:3]=1. Given the reactants [Br:1][C:2]1[CH:7]=[CH:6][C:5]([OH:8])=[CH:4][CH:3]=1.[CH3:9][O:10][C:11]1[N:16]=[CH:15][C:14]([CH2:17]O)=[CH:13][CH:12]=1.C1(P(C2C=CC=CC=2)C2C=CC=CC=2)C=CC=CC=1.C(N(CC)CC)C.CC(OC(/N=N/C(OC(C)C)=O)=O)C, predict the reaction product. (2) Given the reactants [OH:1][CH2:2][C@@H:3]([NH:11][C:12]1[CH:17]=[CH:16][NH:15][C:14](=[O:18])[C:13]=1[C:19]1[NH:20][C:21]2[CH:27]=[C:26]([C:28]#[N:29])[CH:25]=[C:24]([CH3:30])[C:22]=2[N:23]=1)[CH2:4][C:5]1[CH:10]=[CH:9][CH:8]=[CH:7][CH:6]=1.[CH2:31]([OH:33])[CH3:32], predict the reaction product. The product is: [CH2:31]([O:33][C:28]([C:26]1[CH:25]=[C:24]([CH3:30])[C:22]2[N:23]=[C:19]([C:13]3[C:14](=[O:18])[NH:15][CH:16]=[CH:17][C:12]=3[NH:11][C@H:3]([CH2:2][OH:1])[CH2:4][C:5]3[CH:10]=[CH:9][CH:8]=[CH:7][CH:6]=3)[NH:20][C:21]=2[CH:27]=1)=[NH:29])[CH3:32]. (3) Given the reactants [CH3:1][O:2][C:3]1[CH:4]=[C:5]2[C:10](=[CH:11][C:12]=1[O:13][CH3:14])[N:9]=[CH:8][N:7]=[C:6]2[O:15][C:16]1[CH:22]=[CH:21][C:19]([NH2:20])=[C:18]([N+:23]([O-:25])=[O:24])[CH:17]=1.Cl[C:27](Cl)([O:29][C:30](=[O:36])OC(Cl)(Cl)Cl)Cl.[CH:38]1(O)[CH2:43][CH2:42]C[CH2:40][CH2:39]1.C(=O)(O)[O-].[Na+], predict the reaction product. The product is: [CH3:1][O:2][C:3]1[CH:4]=[C:5]2[C:10](=[CH:11][C:12]=1[O:13][CH3:14])[N:9]=[CH:8][N:7]=[C:6]2[O:15][C:16]1[CH:22]=[CH:21][C:19]([NH:20][C:30](=[O:36])[O:29][CH:27]2[CH2:42][CH2:43][CH2:38][CH2:39][CH2:40]2)=[C:18]([N+:23]([O-:25])=[O:24])[CH:17]=1. (4) Given the reactants ClC1C=C(S([N:11]2[C:19]3[C:14](=[C:15]([O:32][CH3:33])[CH:16]=[C:17]([C:20]([NH:22][C:23]4[CH:31]=[CH:30][C:26]([C:27]([OH:29])=[O:28])=[CH:25][CH:24]=4)=[O:21])[CH:18]=3)[CH2:13][CH2:12]2)(=O)=O)C=CC=1.[CH2:34](OC(=O)C1C=CC(N)=CC=1)[CH3:35], predict the reaction product. The product is: [CH2:34]([O:29][C:27](=[O:28])[C:26]1[CH:25]=[CH:24][C:23]([NH:22][C:20]([C:17]2[CH:18]=[C:19]3[C:14]([CH2:13][CH2:12][NH:11]3)=[C:15]([O:32][CH3:33])[CH:16]=2)=[O:21])=[CH:31][CH:30]=1)[CH3:35]. (5) Given the reactants Br[C:2]1[N:7]=[CH:6][C:5]2[CH:8]=[C:9]([C:18]3[CH:19]=[N:20][N:21]([C:23]([O:25][C:26]([CH3:29])([CH3:28])[CH3:27])=[O:24])[CH:22]=3)[N:10]([C:11]([O:13][C:14]([CH3:17])([CH3:16])[CH3:15])=[O:12])[C:4]=2[CH:3]=1.[CH3:30][O:31][C:32]1[CH:37]=[C:36]([O:38][CH3:39])[CH:35]=[CH:34][C:33]=1[NH2:40], predict the reaction product. The product is: [C:26]([O:25][C:23]([N:21]1[CH:22]=[C:18]([C:9]2[N:10]([C:11]([O:13][C:14]([CH3:16])([CH3:15])[CH3:17])=[O:12])[C:4]3[CH:3]=[C:2]([NH:40][C:33]4[CH:34]=[CH:35][C:36]([O:38][CH3:39])=[CH:37][C:32]=4[O:31][CH3:30])[N:7]=[CH:6][C:5]=3[CH:8]=2)[CH:19]=[N:20]1)=[O:24])([CH3:27])([CH3:29])[CH3:28].